This data is from Catalyst prediction with 721,799 reactions and 888 catalyst types from USPTO. The task is: Predict which catalyst facilitates the given reaction. (1) Reactant: C([O:8][CH:9]1[CH2:15][CH:14]2[N:16]([CH2:17][C@H:18]3[CH2:23][N:22]([S:24]([C:27]4[S:28][CH:29]=[CH:30][CH:31]=4)(=[O:26])=[O:25])[CH2:21][CH2:20][N:19]3[C:32]3[N:37]=[CH:36][C:35]([C:38]([OH:44])([CH3:43])[C:39]([F:42])([F:41])[F:40])=[CH:34][N:33]=3)[CH:10]1[CH2:11][O:12][CH2:13]2)C1C=CC=CC=1.B(Cl)(Cl)Cl. Product: [S:28]1[CH:29]=[CH:30][CH:31]=[C:27]1[S:24]([N:22]1[CH2:21][CH2:20][N:19]([C:32]2[N:33]=[CH:34][C:35]([C:38]([OH:44])([CH3:43])[C:39]([F:41])([F:40])[F:42])=[CH:36][N:37]=2)[C@@H:18]([CH2:17][N:16]2[CH:10]3[CH:9]([OH:8])[CH2:15][CH:14]2[CH2:13][O:12][CH2:11]3)[CH2:23]1)(=[O:25])=[O:26]. The catalyst class is: 2. (2) Reactant: [CH2:1]1[C:6]2[CH:7]=[CH:8][C:9]([OH:11])=[CH:10][C:5]=2[CH2:4][NH:3][C@@H:2]1[C:12]([OH:14])=[O:13].C([O-])(O)=O.[Na+].[CH3:20][C:21]([O:24][C:25](O[C:25]([O:24][C:21]([CH3:23])([CH3:22])[CH3:20])=[O:26])=[O:26])([CH3:23])[CH3:22]. Product: [C:21]([O:24][C:25]([N:3]1[C@H:2]([C:12]([OH:14])=[O:13])[CH2:1][C:6]2[C:5](=[CH:10][C:9]([OH:11])=[CH:8][CH:7]=2)[CH2:4]1)=[O:26])([CH3:23])([CH3:22])[CH3:20]. The catalyst class is: 20. (3) Reactant: Cl[C:2]1[N:3]=[N:4][CH:5]=[C:6]([C:8]2[CH:13]=[CH:12][CH:11]=[CH:10][C:9]=2[C:14]#[N:15])[CH:7]=1.O.[NH2:17][NH2:18]. Product: [C:14]([C:9]1[CH:10]=[CH:11][CH:12]=[CH:13][C:8]=1[C:6]1[CH:7]=[C:2]([NH:17][NH2:18])[N:3]=[N:4][CH:5]=1)#[N:15]. The catalyst class is: 32. (4) Product: [Br:7][C:8]1[CH:13]=[CH:12][C:11]([CH:14]([CH:22]([OH:29])[C:23]2[CH:24]=[CH:25][CH:26]=[CH:27][CH:28]=2)[CH2:15][NH:16][C:17](=[O:21])[O:18][CH2:19][CH3:20])=[CH:10][C:9]=1[Cl:30]. Reactant: B.C1COCC1.[Br:7][C:8]1[CH:13]=[CH:12][C:11]([C@@H:14]([C@@H:22]([OH:29])[C:23]2[CH:28]=[CH:27][CH:26]=[CH:25][CH:24]=2)[CH2:15][NH:16][C:17](=[O:21])[O:18][CH2:19][CH3:20])=[CH:10][C:9]=1[Cl:30].Cl.CO. The catalyst class is: 242. (5) Reactant: [C:1]([O:5][C:6](=[O:34])[NH:7][C:8]1([C:12]2[CH:17]=[CH:16][C:15]([C:18]3[C:19]([C:28]4[CH:33]=[CH:32][CH:31]=[CH:30][CH:29]=4)=[CH:20][C:21]4[NH:26][CH2:25][CH2:24][O:23][C:22]=4[N:27]=3)=[CH:14][CH:13]=2)[CH2:11][CH2:10][CH2:9]1)([CH3:4])([CH3:3])[CH3:2].[H-].[Na+].[CH3:37]I.[NH4+].[Cl-]. Product: [C:1]([O:5][C:6](=[O:34])[NH:7][C:8]1([C:12]2[CH:13]=[CH:14][C:15]([C:18]3[C:19]([C:28]4[CH:29]=[CH:30][CH:31]=[CH:32][CH:33]=4)=[CH:20][C:21]4[N:26]([CH3:37])[CH2:25][CH2:24][O:23][C:22]=4[N:27]=3)=[CH:16][CH:17]=2)[CH2:11][CH2:10][CH2:9]1)([CH3:4])([CH3:2])[CH3:3]. The catalyst class is: 3.